This data is from NCI-60 drug combinations with 297,098 pairs across 59 cell lines. The task is: Regression. Given two drug SMILES strings and cell line genomic features, predict the synergy score measuring deviation from expected non-interaction effect. Drug 1: CC1OCC2C(O1)C(C(C(O2)OC3C4COC(=O)C4C(C5=CC6=C(C=C35)OCO6)C7=CC(=C(C(=C7)OC)O)OC)O)O. Drug 2: CN(C)C1=NC(=NC(=N1)N(C)C)N(C)C. Cell line: HCC-2998. Synergy scores: CSS=12.5, Synergy_ZIP=-0.537, Synergy_Bliss=0.119, Synergy_Loewe=-18.5, Synergy_HSA=-3.89.